Predict the reactants needed to synthesize the given product. From a dataset of Full USPTO retrosynthesis dataset with 1.9M reactions from patents (1976-2016). (1) The reactants are: [CH3:1][O:2][C:3](=[O:6])[CH2:4][NH2:5].[CH3:7][O:8][CH2:9][CH2:10][O:11][C:12]1[CH:13]=[C:14]([CH:17]=[CH:18][CH:19]=1)[CH:15]=O. Given the product [CH3:7][O:8][CH2:9][CH2:10][O:11][C:12]1[CH:13]=[C:14]([CH:17]=[CH:18][CH:19]=1)[CH2:15][NH:5][CH2:4][C:3]([O:2][CH3:1])=[O:6], predict the reactants needed to synthesize it. (2) Given the product [CH3:1][S:2]([C:5]1[CH:6]=[C:7]([C:8]2[N:9]=[CH:21][NH:20][N:19]=2)[CH:11]=[C:12]([C:14]([F:17])([F:16])[F:15])[CH:13]=1)(=[O:3])=[O:18], predict the reactants needed to synthesize it. The reactants are: [CH3:1][S:2]([C:5]1[CH:6]=[C:7]([CH:11]=[C:12]([C:14]([F:17])([F:16])[F:15])[CH:13]=1)[C:8](=S)[NH2:9])(=O)=[O:3].[OH2:18].[NH2:19][NH2:20].[CH:21](O)=O.CO. (3) Given the product [CH3:13][C:11]1[CH:12]=[C:7]([CH:4]2[CH2:3][CH2:2][O:1][CH2:6][CH2:5]2)[CH:8]=[C:9]([CH3:45])[C:10]=1[C:14]1[CH:15]=[CH:16][C:17]2[C:18]3[N:38]([CH:39]4[CH2:44][CH2:43][O:42][CH2:41][CH2:40]4)[N:37]=[CH:36][C:19]=3[C:20](=[O:35])[NH:21][C:22]=2[CH:23]=1, predict the reactants needed to synthesize it. The reactants are: [O:1]1[CH2:6][CH:5]=[C:4]([C:7]2[CH:12]=[C:11]([CH3:13])[C:10]([C:14]3[CH:15]=[CH:16][C:17]4[C:18]5[N:38]([CH:39]6[CH2:44][CH2:43][O:42][CH2:41][CH2:40]6)[N:37]=[CH:36][C:19]=5[C:20](=[O:35])[N:21](CC5C=CC(OC)=CC=5OC)[C:22]=4[CH:23]=3)=[C:9]([CH3:45])[CH:8]=2)[CH2:3][CH2:2]1.C1COCC1.[H][H]. (4) Given the product [F:35][C:32]([F:33])([F:34])[C:29]1[CH:30]=[CH:31][C:26]([NH:25][C:21]2[C:22]3[CH2:23][CH2:24][NH:15][CH2:16][C:17]=3[N:18]=[C:19]([CH2:36][O:37][CH3:38])[N:20]=2)=[CH:27][CH:28]=1, predict the reactants needed to synthesize it. The reactants are: ClC(OC(Cl)C)=O.C([N:15]1[CH2:24][CH2:23][C:22]2[C:21]([NH:25][C:26]3[CH:31]=[CH:30][C:29]([C:32]([F:35])([F:34])[F:33])=[CH:28][CH:27]=3)=[N:20][C:19]([CH2:36][O:37][CH3:38])=[N:18][C:17]=2[CH2:16]1)C1C=CC=CC=1.C(N(C(C)C)CC)(C)C. (5) Given the product [CH2:1]([N:8]1[C:16]2[C:11](=[CH:12][CH:13]=[C:14]([C:17]3[O:18][CH:36]=[N:20][N:19]=3)[CH:15]=2)[C:10]([C:21]([NH:23][CH2:24][C:25]2[CH:30]=[CH:29][C:28]([F:31])=[C:27]([F:32])[CH:26]=2)=[O:22])=[C:9]1[CH:33]([CH3:35])[CH3:34])[C:2]1[CH:7]=[CH:6][CH:5]=[CH:4][CH:3]=1, predict the reactants needed to synthesize it. The reactants are: [CH2:1]([N:8]1[C:16]2[C:11](=[CH:12][CH:13]=[C:14]([C:17]([NH:19][NH2:20])=[O:18])[CH:15]=2)[C:10]([C:21]([NH:23][CH2:24][C:25]2[CH:30]=[CH:29][C:28]([F:31])=[C:27]([F:32])[CH:26]=2)=[O:22])=[C:9]1[CH:33]([CH3:35])[CH3:34])[C:2]1[CH:7]=[CH:6][CH:5]=[CH:4][CH:3]=1.[CH:36](OCC)(OCC)OCC.